Dataset: Reaction yield outcomes from USPTO patents with 853,638 reactions. Task: Predict the reaction yield, written as a fraction of the theoretical maximum amount of product (1.0 means a 100% yield; for example, 0.34 means a 34% yield). The reactants are [NH2:1][NH:2][C:3]([NH2:5])=[S:4].Cl.C(O[C:10](=N)[CH2:11][C:12]([O:14][CH2:15][CH3:16])=[O:13])C. No catalyst specified. The product is [NH2:5][C:3]1[S:4][C:10]([CH2:11][C:12]([O:14][CH2:15][CH3:16])=[O:13])=[N:1][N:2]=1. The yield is 0.470.